From a dataset of Full USPTO retrosynthesis dataset with 1.9M reactions from patents (1976-2016). Predict the reactants needed to synthesize the given product. Given the product [NH:3]1[C:7]2[CH:8]=[CH:9][CH:10]=[CH:11][C:6]=2[N:5]=[C:4]1[C@H:12]([NH:22][C:23]([NH:24][C@@H:25]1[CH2:29][CH2:28][NH:27][CH2:26]1)=[O:37])[CH2:13][C:14]1[CH:15]=[CH:16][C:17]([O:20][CH3:21])=[CH:18][CH:19]=1, predict the reactants needed to synthesize it. The reactants are: N#N.[NH:3]1[C:7]2[CH:8]=[CH:9][CH:10]=[CH:11][C:6]=2[N:5]=[C:4]1[C@H:12]([NH:22][C:23](=[O:37])[NH:24][C@@H:25]1[CH2:29][CH2:28][N:27](C(OC(C)(C)C)=O)[CH2:26]1)[CH2:13][C:14]1[CH:19]=[CH:18][C:17]([O:20][CH3:21])=[CH:16][CH:15]=1.FC(F)(F)S(O[Si](C(C)(C)C)(C)C)(=O)=O.